From a dataset of NCI-60 drug combinations with 297,098 pairs across 59 cell lines. Regression. Given two drug SMILES strings and cell line genomic features, predict the synergy score measuring deviation from expected non-interaction effect. Drug 1: C1=C(C(=O)NC(=O)N1)F. Drug 2: CN1C=C(C=N1)C2=C3N=C(C(=C(N3N=C2)N)Br)C4CCCNC4. Cell line: HT29. Synergy scores: CSS=44.9, Synergy_ZIP=-0.953, Synergy_Bliss=-0.966, Synergy_Loewe=2.59, Synergy_HSA=6.33.